This data is from Choline transporter screen with 302,306 compounds. The task is: Binary Classification. Given a drug SMILES string, predict its activity (active/inactive) in a high-throughput screening assay against a specified biological target. (1) The drug is O(CCC)c1ccc(cc1)C(O)=O. The result is 0 (inactive). (2) The molecule is Fc1ccc(C(N2CCOCC2)CNC(=O)/C(=C\c2ccc(OC)cc2)C#N)cc1. The result is 0 (inactive). (3) The result is 0 (inactive). The drug is O(c1c(cccc1)C(OCC(=O)NC(=O)NC(C)C)=O)c1ccccc1. (4) The drug is s1c(C(=O)N(Cc2cc3c([nH]c2=O)cccc3)C)ccc1. The result is 0 (inactive). (5) The molecule is Clc1c(S(=O)(=O)NCCSC(C)(C)C)ccc(OC)c1Cl. The result is 0 (inactive). (6) The molecule is Clc1cc(N2CCN(CC2)C(=O)CCNS(=O)(=O)c2cc3CCC(=O)Nc3cc2)ccc1. The result is 0 (inactive). (7) The molecule is S(=O)(=O)(N1C(CCC1)CNC(=O)c1cc(OC)c(OC)c(OC)c1)c1sccc1. The result is 0 (inactive). (8) The compound is O(CCOc1ccccc1)C(=O)c1nn2c(ccnc2n1)C. The result is 0 (inactive).